Dataset: Reaction yield outcomes from USPTO patents with 853,638 reactions. Task: Predict the reaction yield, written as a fraction of the theoretical maximum amount of product (1.0 means a 100% yield; for example, 0.34 means a 34% yield). The reactants are C[O:2][C:3]1[CH:15]=[CH:14][CH:13]=[C:12]2[C:4]=1[C:5]1[CH:6]=[C:7]([C:19](=[O:21])[CH3:20])[CH:8]=[CH:9][C:10]=1[N:11]2[CH2:16][CH2:17][CH3:18].B(Br)(Br)Br. The catalyst is ClCCl. The product is [OH:2][C:3]1[CH:15]=[CH:14][CH:13]=[C:12]2[C:4]=1[C:5]1[CH:6]=[C:7]([C:19](=[O:21])[CH3:20])[CH:8]=[CH:9][C:10]=1[N:11]2[CH2:16][CH2:17][CH3:18]. The yield is 0.0600.